From a dataset of NCI-60 drug combinations with 297,098 pairs across 59 cell lines. Regression. Given two drug SMILES strings and cell line genomic features, predict the synergy score measuring deviation from expected non-interaction effect. (1) Drug 1: CC12CCC(CC1=CCC3C2CCC4(C3CC=C4C5=CN=CC=C5)C)O. Drug 2: COCCOC1=C(C=C2C(=C1)C(=NC=N2)NC3=CC=CC(=C3)C#C)OCCOC.Cl. Cell line: MCF7. Synergy scores: CSS=7.29, Synergy_ZIP=-1.24, Synergy_Bliss=1.00, Synergy_Loewe=-0.202, Synergy_HSA=-0.0594. (2) Drug 1: CN1CCC(CC1)COC2=C(C=C3C(=C2)N=CN=C3NC4=C(C=C(C=C4)Br)F)OC. Drug 2: C1CN1P(=S)(N2CC2)N3CC3. Cell line: HOP-92. Synergy scores: CSS=18.9, Synergy_ZIP=-5.47, Synergy_Bliss=-6.14, Synergy_Loewe=-4.31, Synergy_HSA=-2.70. (3) Drug 1: C1=CC(=CC=C1CCC2=CNC3=C2C(=O)NC(=N3)N)C(=O)NC(CCC(=O)O)C(=O)O. Drug 2: CC1=C(N=C(N=C1N)C(CC(=O)N)NCC(C(=O)N)N)C(=O)NC(C(C2=CN=CN2)OC3C(C(C(C(O3)CO)O)O)OC4C(C(C(C(O4)CO)O)OC(=O)N)O)C(=O)NC(C)C(C(C)C(=O)NC(C(C)O)C(=O)NCCC5=NC(=CS5)C6=NC(=CS6)C(=O)NCCC[S+](C)C)O. Cell line: SNB-19. Synergy scores: CSS=37.4, Synergy_ZIP=-12.1, Synergy_Bliss=-2.33, Synergy_Loewe=0.0741, Synergy_HSA=0.595. (4) Drug 1: C1=NC(=NC(=O)N1C2C(C(C(O2)CO)O)O)N. Drug 2: C(=O)(N)NO. Cell line: UACC-257. Synergy scores: CSS=9.13, Synergy_ZIP=-3.67, Synergy_Bliss=-1.93, Synergy_Loewe=-11.4, Synergy_HSA=-2.49. (5) Drug 1: C1CCN(CC1)CCOC2=CC=C(C=C2)C(=O)C3=C(SC4=C3C=CC(=C4)O)C5=CC=C(C=C5)O. Drug 2: C1=CN(C=N1)CC(O)(P(=O)(O)O)P(=O)(O)O. Cell line: HL-60(TB). Synergy scores: CSS=-1.11, Synergy_ZIP=7.02, Synergy_Bliss=5.87, Synergy_Loewe=4.24, Synergy_HSA=-0.777. (6) Drug 1: CC1=C(N=C(N=C1N)C(CC(=O)N)NCC(C(=O)N)N)C(=O)NC(C(C2=CN=CN2)OC3C(C(C(C(O3)CO)O)O)OC4C(C(C(C(O4)CO)O)OC(=O)N)O)C(=O)NC(C)C(C(C)C(=O)NC(C(C)O)C(=O)NCCC5=NC(=CS5)C6=NC(=CS6)C(=O)NCCC[S+](C)C)O. Drug 2: CN(C(=O)NC(C=O)C(C(C(CO)O)O)O)N=O. Cell line: NCI-H460. Synergy scores: CSS=60.2, Synergy_ZIP=0.617, Synergy_Bliss=0.298, Synergy_Loewe=-44.5, Synergy_HSA=-0.187. (7) Drug 1: C1=CC(=C2C(=C1NCCNCCO)C(=O)C3=C(C=CC(=C3C2=O)O)O)NCCNCCO. Drug 2: C1C(C(OC1N2C=NC3=C(N=C(N=C32)Cl)N)CO)O. Cell line: HCT116. Synergy scores: CSS=37.2, Synergy_ZIP=-7.37, Synergy_Bliss=-8.05, Synergy_Loewe=-16.5, Synergy_HSA=-6.72.